The task is: Predict the reactants needed to synthesize the given product.. This data is from Full USPTO retrosynthesis dataset with 1.9M reactions from patents (1976-2016). (1) Given the product [CH3:1][N:2]1[CH:6]=[C:5]([C:7]2[CH:8]=[C:9]([CH:14]=[C:15]([C:17]([F:18])([F:19])[F:20])[CH:16]=2)[C:10]([OH:12])=[O:11])[CH:4]=[N:3]1, predict the reactants needed to synthesize it. The reactants are: [CH3:1][N:2]1[CH:6]=[C:5]([C:7]2[CH:8]=[C:9]([CH:14]=[C:15]([C:17]([F:20])([F:19])[F:18])[CH:16]=2)[C:10]([O:12]C)=[O:11])[CH:4]=[N:3]1.[OH-].[Na+]. (2) Given the product [CH3:1][C:2]1[O:6][C:5]([C:7]([O:9][CH3:15])=[O:8])=[CH:4][CH:3]=1, predict the reactants needed to synthesize it. The reactants are: [CH3:1][C:2]1[O:6][C:5]([C:7]([OH:9])=[O:8])=[CH:4][CH:3]=1.OS(O)(=O)=O.[C:15]([O-])(O)=O.[Na+].[OH-].[Na+]. (3) Given the product [CH3:15][N:16]([CH3:21])[S:17]([N:1]1[CH:5]=[CH:4][N:3]=[C:2]1[CH2:6][N:7]1[CH2:12][CH2:11][O:10][CH2:9][CH2:8]1)(=[O:19])=[O:18], predict the reactants needed to synthesize it. The reactants are: [NH:1]1[CH:5]=[CH:4][N:3]=[C:2]1[CH2:6][N:7]1[CH2:12][CH2:11][O:10][CH2:9][CH2:8]1.[H-].[Na+].[CH3:15][N:16]([CH3:21])[S:17](Cl)(=[O:19])=[O:18].[NH4+].[Cl-]. (4) Given the product [C:1]([O:5][C:6](=[O:23])[NH:7][CH2:8][CH2:9][C:10]1[CH:15]=[CH:14][C:13]([C:16]2[CH:21]=[CH:20][CH:19]=[C:18]([O:22][C:27]3[CH:28]=[CH:29][N:30]=[C:25]([Cl:24])[N:26]=3)[CH:17]=2)=[CH:12][CH:11]=1)([CH3:4])([CH3:2])[CH3:3], predict the reactants needed to synthesize it. The reactants are: [C:1]([O:5][C:6](=[O:23])[NH:7][CH2:8][CH2:9][C:10]1[CH:15]=[CH:14][C:13]([C:16]2[CH:21]=[CH:20][CH:19]=[C:18]([OH:22])[CH:17]=2)=[CH:12][CH:11]=1)([CH3:4])([CH3:3])[CH3:2].[Cl:24][C:25]1[N:30]=[C:29](Cl)[CH:28]=[CH:27][N:26]=1.C(=O)([O-])[O-].[K+].[K+]. (5) Given the product [Cl:42][C:39]1[CH:40]=[CH:41][C:36]([CH2:35][C@@H:31]([NH:30][C:28](=[O:29])[O:27][C:23]([CH3:25])([CH3:24])[CH3:26])[C:32]([N:4]2[CH2:5][CH2:6][N:1]([C:7]3[C:8]4[CH2:15][S:14][CH2:13][C:9]=4[N:10]=[CH:11][N:12]=3)[CH2:2][CH2:3]2)=[O:33])=[CH:37][CH:38]=1, predict the reactants needed to synthesize it. The reactants are: [N:1]1([C:7]2[C:8]3[CH2:15][S:14][CH2:13][C:9]=3[N:10]=[CH:11][N:12]=2)[CH2:6][CH2:5][NH:4][CH2:3][CH2:2]1.C(N(CC)CC)C.[C:23]([O:27][C:28]([NH:30][C@H:31]([CH2:35][C:36]1[CH:41]=[CH:40][C:39]([Cl:42])=[CH:38][CH:37]=1)[C:32](O)=[O:33])=[O:29])([CH3:26])([CH3:25])[CH3:24].CN(C(ON1N=NC2C=CC=CC1=2)=[N+](C)C)C.F[P-](F)(F)(F)(F)F. (6) Given the product [N:10]1[CH:11]=[CH:16][CH:15]=[CH:14][C:13]=1[CH2:12][NH:8][C:49]([C:47]1[CH:48]=[C:38]2[N:37]=[C:36]([C:31]3[CH:32]=[CH:33][C:34]([Cl:35])=[C:29]([Cl:28])[CH:30]=3)[CH:41]=[C:40]([C:42]([F:43])([F:44])[F:45])[N:39]2[N:46]=1)=[O:50], predict the reactants needed to synthesize it. The reactants are: F[P-](F)(F)(F)(F)F.[N:8]1(O[P+](N(C)C)(N(C)C)N(C)C)[C:12]2[CH:13]=[CH:14][CH:15]=[CH:16][C:11]=2[N:10]=N1.[Cl:28][C:29]1[CH:30]=[C:31]([C:36]2[CH:41]=[C:40]([C:42]([F:45])([F:44])[F:43])[N:39]3[N:46]=[C:47]([C:49](O)=[O:50])[CH:48]=[C:38]3[N:37]=2)[CH:32]=[CH:33][C:34]=1[Cl:35].N1C=CC=CC=1CN.C(N(CC)CC)C. (7) Given the product [CH2:9]([O:11][CH:12]([O:17][C:2]1[C:7]([NH2:8])=[CH:6][CH:5]=[CH:4][N:3]=1)[C:13]([F:16])([F:15])[F:14])[CH3:10], predict the reactants needed to synthesize it. The reactants are: Cl[C:2]1[C:7]([NH2:8])=[CH:6][CH:5]=[CH:4][N:3]=1.[CH2:9]([O:11][CH:12]([OH:17])[C:13]([F:16])([F:15])[F:14])[CH3:10].